Dataset: Forward reaction prediction with 1.9M reactions from USPTO patents (1976-2016). Task: Predict the product of the given reaction. (1) Given the reactants [OH:1][C:2]1[CH:7]=[CH:6][C:5]([CH2:8][CH2:9][C:10]([OH:12])=[O:11])=[C:4]([O:13][CH3:14])[CH:3]=1.OS(O)(=O)=O.C([O-])([O-])=O.[Na+].[Na+].[CH3:26][CH2:27]O, predict the reaction product. The product is: [OH:1][C:2]1[CH:7]=[CH:6][C:5]([CH2:8][CH2:9][C:10]([O:12][CH2:26][CH3:27])=[O:11])=[C:4]([O:13][CH3:14])[CH:3]=1. (2) The product is: [CH3:22][N:21]([CH3:23])[C:17]1[CH:16]=[C:15]([NH:14][C:12](=[O:13])[C:11]2[CH:24]=[CH:25][C:26]([CH3:27])=[C:9]([NH:8][C:34]([C:31]3[CH:30]=[C:29]([CH3:28])[O:33][N:32]=3)=[O:35])[CH:10]=2)[CH:20]=[CH:19][CH:18]=1. Given the reactants C(N(CC)CC)C.[NH2:8][C:9]1[CH:10]=[C:11]([CH:24]=[CH:25][C:26]=1[CH3:27])[C:12]([NH:14][C:15]1[CH:20]=[CH:19][CH:18]=[C:17]([N:21]([CH3:23])[CH3:22])[CH:16]=1)=[O:13].[CH3:28][C:29]1[O:33][N:32]=[C:31]([C:34](Cl)=[O:35])[CH:30]=1, predict the reaction product. (3) Given the reactants Cl.[CH2:2]([N:4]1[CH:8]=[C:7]([CH2:9][N:10]2[C:15]3[CH:16]=[C:17]([C:19]4[CH:24]=[CH:23][CH:22]=[CH:21][CH:20]=4)[S:18][C:14]=3[C:13](=[O:25])[N:12]([CH:26]3[CH2:31][CH2:30][NH:29][CH2:28][CH2:27]3)[C:11]2=[O:32])[CH:6]=[N:5]1)[CH3:3].[CH2:33]([O:35][C:36]1[C:45]([O:46][CH3:47])=[CH:44][C:43]2[C:42]([C:48]3[CH:56]=[CH:55][C:51]([C:52](O)=[O:53])=[CH:50][CH:49]=3)=[N:41][C@@H:40]3[CH2:57][CH2:58][S:59][CH2:60][C@@H:39]3[C:38]=2[CH:37]=1)[CH3:34].CCN=C=NCCCN(C)C.C1C=C2N=NN(O)C2=CC=1.O.S([O-])(O)(=O)=O.[K+], predict the reaction product. The product is: [CH2:33]([O:35][C:36]1[C:45]([O:46][CH3:47])=[CH:44][C:43]2[C:42]([C:48]3[CH:49]=[CH:50][C:51]([C:52]([N:29]4[CH2:30][CH2:31][CH:26]([N:12]5[C:13](=[O:25])[C:14]6[S:18][C:17]([C:19]7[CH:24]=[CH:23][CH:22]=[CH:21][CH:20]=7)=[CH:16][C:15]=6[N:10]([CH2:9][C:7]6[CH:6]=[N:5][N:4]([CH2:2][CH3:3])[CH:8]=6)[C:11]5=[O:32])[CH2:27][CH2:28]4)=[O:53])=[CH:55][CH:56]=3)=[N:41][C@@H:40]3[CH2:57][CH2:58][S:59][CH2:60][C@@H:39]3[C:38]=2[CH:37]=1)[CH3:34]. (4) The product is: [C:21]([C:25]1[CH:30]=[CH:29][C:28]([C:31]2[CH:32]=[CH:33][C:34]([O:37][CH2:16][CH2:15][CH2:14][O:13][C:10]3[CH:9]=[CH:8][C:7]([CH2:6][C@H:5]([O:18][CH3:19])[C:4]([OH:3])=[O:20])=[CH:12][CH:11]=3)=[CH:35][CH:36]=2)=[CH:27][CH:26]=1)([CH3:24])([CH3:22])[CH3:23]. Given the reactants C([O:3][C:4](=[O:20])[C@@H:5]([O:18][CH3:19])[CH2:6][C:7]1[CH:12]=[CH:11][C:10]([O:13][CH2:14][CH2:15][CH2:16]Br)=[CH:9][CH:8]=1)C.[C:21]([C:25]1[CH:30]=[CH:29][C:28]([C:31]2[CH:36]=[CH:35][C:34]([OH:37])=[CH:33][CH:32]=2)=[CH:27][CH:26]=1)([CH3:24])([CH3:23])[CH3:22].[OH-].[Na+], predict the reaction product. (5) The product is: [Cl:1][C:2]1[C:14]2[C:13]3[C:8](=[CH:9][CH:10]=[CH:11][CH:12]=3)[C@@:7]([C:16]([F:18])([F:19])[F:17])([OH:15])[C:6]=2[CH:5]=[C:4]([O:20][CH2:31][CH2:32][C:33]([OH:36])([CH3:35])[CH3:34])[CH:3]=1. Given the reactants [Cl:1][C:2]1[C:14]2[C:13]3[C:8](=[CH:9][CH:10]=[CH:11][CH:12]=3)[C@@:7]([C:16]([F:19])([F:18])[F:17])([OH:15])[C:6]=2[CH:5]=[C:4]([OH:20])[CH:3]=1.C1(C)C=CC(S(O[CH2:31][CH2:32][C:33]([OH:36])([CH3:35])[CH3:34])(=O)=O)=CC=1.C(=O)([O-])[O-].[K+].[K+].O, predict the reaction product. (6) Given the reactants [Cl:1][C:2]1[C:3]([C:9](=[N:25][O:26][CH3:27])[CH:10]([NH:12][C:13](=[O:24])[C:14]2[CH:19]=[CH:18][CH:17]=[CH:16][C:15]=2[C:20]([F:23])([F:22])[F:21])[CH3:11])=[N:4][CH:5]=[C:6]([Cl:8])[CH:7]=1, predict the reaction product. The product is: [Cl:1][C:2]1[C:3](/[C:9](=[N:25]\[O:26][CH3:27])/[CH:10]([NH:12][C:13](=[O:24])[C:14]2[CH:19]=[CH:18][CH:17]=[CH:16][C:15]=2[C:20]([F:22])([F:21])[F:23])[CH3:11])=[N:4][CH:5]=[C:6]([Cl:8])[CH:7]=1.